From a dataset of Forward reaction prediction with 1.9M reactions from USPTO patents (1976-2016). Predict the product of the given reaction. (1) Given the reactants [C:1](Cl)(Cl)=[O:2].[C:5]([O:9][C:10](=[O:31])[NH:11][CH2:12][C@H:13]([OH:30])[CH2:14][NH:15][C:16]1[CH:17]=[C:18]2[C:22](=[CH:23][CH:24]=1)[N:21]([CH:25]([CH3:28])[CH2:26][F:27])[C:20](=[O:29])[CH2:19]2)([CH3:8])([CH3:7])[CH3:6].C(N(CC)CC)C, predict the reaction product. The product is: [C:5]([O:9][C:10](=[O:31])[NH:11][CH2:12][C@@H:13]1[O:30][C:1](=[O:2])[N:15]([C:16]2[CH:17]=[C:18]3[C:22](=[CH:23][CH:24]=2)[N:21]([CH:25]([CH3:28])[CH2:26][F:27])[C:20](=[O:29])[CH2:19]3)[CH2:14]1)([CH3:6])([CH3:7])[CH3:8]. (2) The product is: [CH3:23][C:10]1([CH3:24])[CH2:9][C@H:8]([NH:7][CH2:6][C@@H:5]([OH:25])[C@@H:4]([NH:3][C:51](=[O:53])[CH3:52])[CH2:26][C:27]2[CH:32]=[CH:31][CH:30]=[C:29]([F:33])[CH:28]=2)[C:17]2[C:12](=[CH:13][CH:14]=[C:15]([CH2:18][C:19]([CH3:22])([CH3:20])[CH3:21])[CH:16]=2)[NH:11]1. Given the reactants Cl.Cl.[NH2:3][C@@H:4]([CH2:26][C:27]1[CH:32]=[CH:31][CH:30]=[C:29]([F:33])[CH:28]=1)[C@H:5]([OH:25])[CH2:6][NH:7][C@@H:8]1[C:17]2[C:12](=[CH:13][CH:14]=[C:15]([CH2:18][C:19]([CH3:22])([CH3:21])[CH3:20])[CH:16]=2)[NH:11][C:10]([CH3:24])([CH3:23])[CH2:9]1.C(N(C(C)C)C(C)C)C.C(Cl)Cl.N1([C:51](=[O:53])[CH3:52])C=CN=C1, predict the reaction product. (3) Given the reactants [Cl:1][C:2]1[CH:3]=[C:4]([CH:8]=[C:9]([CH3:11])[CH:10]=1)[C:5]([OH:7])=[O:6].[CH2:12](OC(=O)C1C=CC(Br)=C(C(F)(F)F)C=1)[CH3:13], predict the reaction product. The product is: [CH2:12]([O:6][C:5](=[O:7])[C:4]1[CH:8]=[C:9]([CH3:11])[CH:10]=[C:2]([Cl:1])[CH:3]=1)[CH3:13]. (4) Given the reactants Br[C:2]1[CH:24]=[CH:23][C:5]([CH2:6][N:7]2[C:16]3[C:11](=[CH:12][CH:13]=[CH:14][CH:15]=3)[C:10](=[O:17])[C:9]([C:18]([O:20][CH2:21][CH3:22])=[O:19])=[CH:8]2)=[CH:4][CH:3]=1.[O:25]1[CH2:30][CH2:29][CH2:28][CH2:27][CH:26]1[N:31]1[C:35](B2OC(C)(C)C(C)(C)O2)=[CH:34][CH:33]=[N:32]1.P([O-])([O-])([O-])=O.[K+].[K+].[K+], predict the reaction product. The product is: [O:17]=[C:10]1[C:11]2[C:16](=[CH:15][CH:14]=[CH:13][CH:12]=2)[N:7]([CH2:6][C:5]2[CH:23]=[CH:24][C:2]([C:35]3[N:31]([CH:26]4[CH2:27][CH2:28][CH2:29][CH2:30][O:25]4)[N:32]=[CH:33][CH:34]=3)=[CH:3][CH:4]=2)[CH:8]=[C:9]1[C:18]([O:20][CH2:21][CH3:22])=[O:19]. (5) Given the reactants Br[CH2:2][CH2:3][CH2:4][O:5][C:6]1[CH:11]=[CH:10][C:9]([O:12][C:13]2[CH:18]=[CH:17][CH:16]=[CH:15][CH:14]=2)=[CH:8][C:7]=1[CH2:19][CH2:20][CH3:21].[OH:22][C:23]1[CH:28]=[CH:27][C:26]([S:29]([NH2:32])(=[O:31])=[O:30])=[CH:25][CH:24]=1.C(=O)([O-])[O-].[Cs+].[Cs+], predict the reaction product. The product is: [O:12]([C:9]1[CH:10]=[CH:11][C:6]([O:5][CH2:4][CH2:3][CH2:2][O:22][C:23]2[CH:28]=[CH:27][C:26]([S:29]([NH2:32])(=[O:30])=[O:31])=[CH:25][CH:24]=2)=[C:7]([CH2:19][CH2:20][CH3:21])[CH:8]=1)[C:13]1[CH:18]=[CH:17][CH:16]=[CH:15][CH:14]=1. (6) The product is: [ClH:10].[ClH:10].[NH2:9][CH2:8][C:2]1([NH2:1])[CH2:7][CH2:6][CH2:5][CH2:4][CH2:3]1. Given the reactants [NH2:1][C:2]1([C:8]#[N:9])[CH2:7][CH2:6][CH2:5][CH2:4][CH2:3]1.[ClH:10], predict the reaction product. (7) Given the reactants [CH3:1][N:2]1[CH:6]=[C:5]([N:7]2[C:19]3[C:18]4[CH:17]=[C:16](B5OC(C)(C)C(C)(C)O5)[CH:15]=[CH:14][C:13]=4[N:12]=[CH:11][C:10]=3[N:9]([CH3:29])[C:8]2=[O:30])[C:4]([CH3:31])=[N:3]1.Br[C:33]1[CH:38]=[N:37][CH:36]=[CH:35][N:34]=1, predict the reaction product. The product is: [CH3:1][N:2]1[CH:6]=[C:5]([N:7]2[C:19]3[C:18]4[CH:17]=[C:16]([C:33]5[CH:38]=[N:37][CH:36]=[CH:35][N:34]=5)[CH:15]=[CH:14][C:13]=4[N:12]=[CH:11][C:10]=3[N:9]([CH3:29])[C:8]2=[O:30])[C:4]([CH3:31])=[N:3]1.